This data is from Aqueous solubility values for 9,982 compounds from the AqSolDB database. The task is: Regression/Classification. Given a drug SMILES string, predict its absorption, distribution, metabolism, or excretion properties. Task type varies by dataset: regression for continuous measurements (e.g., permeability, clearance, half-life) or binary classification for categorical outcomes (e.g., BBB penetration, CYP inhibition). For this dataset (solubility_aqsoldb), we predict Y. (1) The compound is CNC(=O)COC(=O)c1ccccc1. The Y is -1.72 log mol/L. (2) The molecule is Cc1cc(O)c(C(C)(C)C)cc1C(C)CC(c1cc(C(C)(C)C)c(O)cc1C)c1cc(C(C)(C)C)c(O)cc1C. The Y is -7.13 log mol/L. (3) The molecule is C1CCCNCC1. The Y is -0.490 log mol/L. (4) The molecule is CC1(C)OC(=O)c2cc(C#N)ccc21. The Y is -2.91 log mol/L.